From a dataset of Full USPTO retrosynthesis dataset with 1.9M reactions from patents (1976-2016). Predict the reactants needed to synthesize the given product. (1) Given the product [F:16][C:13]1[CH:14]=[CH:15][C:10]([C:8]([C:6]2[N:7]=[C:2]([NH:27][C:24]3[CH:23]=[C:22]([CH3:21])[NH:26][N:25]=3)[C:3]3[CH:19]=[C:18]([CH3:20])[S:17][C:4]=3[N:5]=2)=[O:9])=[CH:11][CH:12]=1, predict the reactants needed to synthesize it. The reactants are: Cl[C:2]1[C:3]2[CH:19]=[C:18]([CH3:20])[S:17][C:4]=2[N:5]=[C:6]([C:8]([C:10]2[CH:15]=[CH:14][C:13]([F:16])=[CH:12][CH:11]=2)=[O:9])[N:7]=1.[CH3:21][C:22]1[NH:26][N:25]=[C:24]([NH2:27])[CH:23]=1.Cl.O1CCOCC1. (2) Given the product [C:11]([O:15][C:16]([N:18]1[CH2:23][CH2:22][C:21]([C:30]#[N:31])([CH2:24][O:8][C:3]2[CH:4]=[CH:5][CH:6]=[CH:7][C:2]=2[CH3:1])[CH2:20][CH2:19]1)=[O:17])([CH3:14])([CH3:12])[CH3:13], predict the reactants needed to synthesize it. The reactants are: [CH3:1][C:2]1[CH:7]=[CH:6][CH:5]=[CH:4][C:3]=1[OH:8].[H-].[Na+].[C:11]([O:15][C:16]([N:18]1[CH2:23][CH2:22][C:21]([C:30]#[N:31])([CH2:24]OS(C)(=O)=O)[CH2:20][CH2:19]1)=[O:17])([CH3:14])([CH3:13])[CH3:12].O. (3) Given the product [C:18]([CH2:17][C@H:16]([N:13]1[CH2:14][CH2:15][CH:10]([N:9]([C:6]2[CH:5]=[CH:4][C:3]([O:2][CH3:1])=[CH:8][CH:7]=2)[C:34](=[O:33])[C:30]2[CH:31]=[CH:32][CH:24]=[N:23][CH:22]=2)[CH2:11][CH2:12]1)[CH3:20])#[N:19], predict the reactants needed to synthesize it. The reactants are: [CH3:1][O:2][C:3]1[CH:8]=[CH:7][C:6]([NH:9][CH:10]2[CH2:15][CH2:14][N:13]([C@H:16]([CH3:20])[CH2:17][C:18]#[N:19])[CH2:12][CH2:11]2)=[CH:5][CH:4]=1.C[CH2:22][N:23](C(C)C)[CH:24](C)C.[CH2:30]1[CH2:34][O:33][CH2:32][CH2:31]1. (4) Given the product [Cl:1][C:2]1[CH:3]=[C:4]([C:17]2[CH:22]=[CH:21][C:20]([C@:23]([OH:29])([CH3:28])[C:24]([F:25])([F:26])[F:27])=[CH:19][CH:18]=2)[CH:5]=[CH:6][C:7]=1[S:8]([C:11]1[CH:12]=[CH:13][CH:14]=[CH:15][CH:16]=1)(=[O:10])=[O:9], predict the reactants needed to synthesize it. The reactants are: [Cl:1][C:2]1[CH:3]=[C:4]([C:17]2[CH:22]=[CH:21][C:20]([C@@:23]([OH:29])([CH3:28])[C:24]([F:27])([F:26])[F:25])=[CH:19][CH:18]=2)[CH:5]=[CH:6][C:7]=1[S:8]([C:11]1[CH:16]=[CH:15][CH:14]=[CH:13][CH:12]=1)(=[O:10])=[O:9].C1N=C(N)C2N=CN([C@@H]3O[C@H](COP(OP(OC[C@H]4O[C@@H](N5C=C(C(N)=O)CC=C5)[C@H](O)[C@@H]4O)(O)=O)(O)=O)[C@@H](O)[C@H]3OP(O)(O)=O)C=2N=1. (5) Given the product [O:3]1[C:7]2[CH:8]=[CH:9][C:10]([C:12]3[C:13]([O:30][CH2:31][CH2:32][O:33][C:38]4[N:37]=[CH:36][C:35]([Cl:34])=[CH:40][N:39]=4)=[N:14][N:15]([CH3:29])[C:16]=3[NH:17][S:18]([C:21]3[N:46]=[CH:47][N:48]([CH3:51])[CH:22]=3)(=[O:20])=[O:19])=[CH:11][C:6]=2[O:5][CH2:4]1, predict the reactants needed to synthesize it. The reactants are: [H-].[Na+].[O:3]1[C:7]2[CH:8]=[CH:9][C:10]([C:12]3[C:13]([O:30][CH2:31][CH2:32][OH:33])=[N:14][N:15]([CH3:29])[C:16]=3[NH:17][S:18](/[CH:21]=[CH:22]/C3C=CC=CC=3)(=[O:20])=[O:19])=[CH:11][C:6]=2[O:5][CH2:4]1.[Cl:34][C:35]1[CH:36]=[N:37][C:38](S(C)(=O)=O)=[N:39][CH:40]=1.[Cl-].[NH4+:46].[CH3:47][N:48]([CH3:51])C=O. (6) Given the product [CH3:44][O:43][C:38]1[CH:39]=[C:40]2[C:35](=[CH:36][CH:37]=1)[CH:34]=[C:33]([C:30]1[NH:29][C:28]([C@@H:19]([NH:18][C:16](=[O:17])[O:15][CH2:8][C:9]3[CH:10]=[CH:11][CH:12]=[CH:13][CH:14]=3)[CH2:20][CH2:21][CH2:22][CH2:23][CH2:24][C:25]([NH:46][CH3:45])=[O:26])=[N:32][CH:31]=1)[CH:42]=[CH:41]2, predict the reactants needed to synthesize it. The reactants are: FC(F)(F)C([O-])=O.[CH2:8]([O:15][C:16]([NH:18][C@H:19]([C:28]1[NH:29][C:30]([C:33]2[CH:42]=[CH:41][C:40]3[C:35](=[CH:36][CH:37]=[C:38]([O:43][CH3:44])[CH:39]=3)[CH:34]=2)=[CH:31][NH+:32]=1)[CH2:20][CH2:21][CH2:22][CH2:23][CH2:24][C:25](O)=[O:26])=[O:17])[C:9]1[CH:14]=[CH:13][CH:12]=[CH:11][CH:10]=1.[CH3:45][N:46](C(ON1N=NC2C=CC=NC1=2)=[N+](C)C)C.F[P-](F)(F)(F)(F)F.CCN(C(C)C)C(C)C.CN. (7) Given the product [NH2:23][C:20]1[CH:21]=[CH:22][C:17]([CH2:16][CH2:15][C:14]2[CH:13]=[C:12]([C:26]([CH3:29])([CH3:27])[CH3:28])[CH:11]=[C:10]([C:30]3[C:31]([O:36][CH3:37])=[N:32][CH:33]=[CH:34][CH:35]=3)[C:9]=2[OH:8])=[CH:18][CH:19]=1, predict the reactants needed to synthesize it. The reactants are: C([O:8][C:9]1[C:14]([CH:15]=[CH:16][C:17]2[CH:22]=[CH:21][C:20]([N+:23]([O-])=O)=[CH:19][CH:18]=2)=[CH:13][C:12]([C:26]([CH3:29])([CH3:28])[CH3:27])=[CH:11][C:10]=1[C:30]1[C:31]([O:36][CH3:37])=[N:32][CH:33]=[CH:34][CH:35]=1)C1C=CC=CC=1. (8) The reactants are: Br[C:2]1[C:10]([N+:11]([O-:13])=[O:12])=[CH:9][C:8]([Br:14])=[CH:7][C:3]=1[C:4]([OH:6])=[O:5].[Cl:15][C:16]1[CH:23]=[CH:22][CH:21]=[CH:20][C:17]=1[CH2:18][NH2:19].[OH-].[Na+].CCOCC. Given the product [Br:14][C:8]1[CH:9]=[C:10]([N+:11]([O-:13])=[O:12])[C:2]([NH:19][CH2:18][C:17]2[CH:20]=[CH:21][CH:22]=[CH:23][C:16]=2[Cl:15])=[C:3]([CH:7]=1)[C:4]([OH:6])=[O:5], predict the reactants needed to synthesize it.